Dataset: Forward reaction prediction with 1.9M reactions from USPTO patents (1976-2016). Task: Predict the product of the given reaction. (1) Given the reactants [CH2:1]([O:8][C:9]1[CH:14]=[CH:13][C:12]([C@@H:15]([O:44][Si:45]([C:48]([CH3:51])([CH3:50])[CH3:49])([CH3:47])[CH3:46])[CH2:16][NH:17][CH2:18][CH2:19][CH2:20][CH2:21][CH2:22][CH2:23][CH2:24][CH2:25][CH2:26][N:27]2[CH2:32][CH2:31][CH:30]([N:33]([C:37]3[CH:42]=[CH:41][CH:40]=[CH:39][C:38]=3Br)[C:34](=[O:36])[O-:35])[CH2:29][CH2:28]2)=[CH:11][C:10]=1[NH:52][S:53]([CH3:56])(=[O:55])=[O:54])[C:2]1[CH:7]=[CH:6][CH:5]=[CH:4][CH:3]=1.[OH:57][C:58]1[CH:63]=[CH:62][C:61](B(O)O)=[CH:60][C:59]=1[F:67].C(=O)([O-])[O-].[Na+].[Na+].C1(C)C=CC=CC=1P(C1C=CC=CC=1C)C1C=CC=CC=1C, predict the reaction product. The product is: [NH3:17].[CH2:1]([O:8][C:9]1[CH:14]=[CH:13][C:12]([C@@H:15]([O:44][Si:45]([C:48]([CH3:51])([CH3:50])[CH3:49])([CH3:47])[CH3:46])[CH2:16][NH:17][CH2:18][CH2:19][CH2:20][CH2:21][CH2:22][CH2:23][CH2:24][CH2:25][CH2:26][N:27]2[CH2:32][CH2:31][CH:30]([N:33]([C:37]3[CH:42]=[CH:41][CH:40]=[CH:39][C:38]=3[C:61]3[CH:62]=[CH:63][C:58]([OH:57])=[C:59]([F:67])[CH:60]=3)[C:34](=[O:36])[O-:35])[CH2:29][CH2:28]2)=[CH:11][C:10]=1[NH:52][S:53]([CH3:56])(=[O:55])=[O:54])[C:2]1[CH:7]=[CH:6][CH:5]=[CH:4][CH:3]=1. (2) Given the reactants [CH2:1]([O:3][C:4]([C:6]1[N:7]([C:17]2[CH:22]=[CH:21][C:20]([O:23][CH:24]([CH3:26])[CH3:25])=[CH:19][CH:18]=2)[C:8]2[C:13]([C:14]=1[Cl:15])=[CH:12][C:11](Br)=[CH:10][CH:9]=2)=[O:5])[CH3:2].[Na+].[I-:28].CNCCNC.O1CCOCC1, predict the reaction product. The product is: [CH2:1]([O:3][C:4]([C:6]1[N:7]([C:17]2[CH:22]=[CH:21][C:20]([O:23][CH:24]([CH3:26])[CH3:25])=[CH:19][CH:18]=2)[C:8]2[C:13]([C:14]=1[Cl:15])=[CH:12][C:11]([I:28])=[CH:10][CH:9]=2)=[O:5])[CH3:2]. (3) Given the reactants [N:1]1([C:7]([NH:9][CH:10]([CH2:14][S:15]([CH2:18][C:19]2[CH:24]=[CH:23][CH:22]=[CH:21][CH:20]=2)(=[O:17])=[O:16])[C:11](O)=[O:12])=[O:8])[CH2:6][CH2:5][O:4][CH2:3][CH2:2]1.[C:25]([O:29][C:30]([N:32]1[CH2:36][CH:35]([OH:37])[CH:34]([NH2:38])[CH2:33]1)=[O:31])([CH3:28])([CH3:27])[CH3:26].C(Cl)CCl.C1C=CC2N(O)N=NC=2C=1.CN1CCOCC1, predict the reaction product. The product is: [C:25]([O:29][C:30]([N:32]1[CH2:33][CH:34]([NH:38][C:11](=[O:12])[CH:10]([NH:9][C:7]([N:1]2[CH2:2][CH2:3][O:4][CH2:5][CH2:6]2)=[O:8])[CH2:14][S:15]([CH2:18][C:19]2[CH:24]=[CH:23][CH:22]=[CH:21][CH:20]=2)(=[O:17])=[O:16])[CH:35]([OH:37])[CH2:36]1)=[O:31])([CH3:28])([CH3:26])[CH3:27]. (4) Given the reactants [Cl:1][C:2]1[C:7]([CH2:8][C:9](OC)=[O:10])=[C:6]([NH:13][CH2:14][C:15]2[CH:20]=[CH:19][C:18]([O:21][CH3:22])=[CH:17][C:16]=2[O:23][CH3:24])[N:5]=[CH:4][N:3]=1.C1(C)C=CC(S(O)(=O)=O)=CC=1, predict the reaction product. The product is: [Cl:1][C:2]1[C:7]2[CH2:8][C:9](=[O:10])[N:13]([CH2:14][C:15]3[CH:20]=[CH:19][C:18]([O:21][CH3:22])=[CH:17][C:16]=3[O:23][CH3:24])[C:6]=2[N:5]=[CH:4][N:3]=1. (5) Given the reactants BrCC(C1N=C(NC(=O)C2C(F)=CC=CC=2F)SC=1C1C=CC=C(C(F)(F)F)C=1)=[O:4].[C:31]([O:36][CH2:37][CH3:38])(=S)[C:32]([NH2:34])=O.[F:39][C:40]1[CH:69]=[CH:68][CH:67]=[C:66]([F:70])[C:41]=1[C:42]([NH:44][C:45]1[S:46][C:47]([C:56]2[CH:61]=[CH:60][CH:59]=[C:58]([C:62]([F:65])([F:64])[F:63])[CH:57]=2)=[C:48]([C:50]2N=C(C)[S:53][CH:54]=2)[N:49]=1)=[O:43], predict the reaction product. The product is: [F:39][C:40]1[CH:69]=[CH:68][CH:67]=[C:66]([F:70])[C:41]=1[C:42]([NH:44][C:45]1[S:46][C:47]([C:56]2[CH:61]=[CH:60][CH:59]=[C:58]([C:62]([F:65])([F:64])[F:63])[CH:57]=2)=[C:48]([C:50]2[N:34]=[C:32]([C:31]([O:36][CH2:37][CH3:38])=[O:4])[S:53][CH:54]=2)[N:49]=1)=[O:43].